Task: Predict the reaction yield, written as a fraction of the theoretical maximum amount of product (1.0 means a 100% yield; for example, 0.34 means a 34% yield).. Dataset: Reaction yield outcomes from USPTO patents with 853,638 reactions (1) The product is [F:13][C:14]([F:25])([F:24])[C:15]1[CH:20]=[CH:19][C:18]([C:2]2[CH:3]=[C:4]3[C:9](=[CH:10][CH:11]=2)[NH:8][C:7](=[O:12])[CH2:6][CH2:5]3)=[CH:17][CH:16]=1. The catalyst is C1C=CC([P]([Pd]([P](C2C=CC=CC=2)(C2C=CC=CC=2)C2C=CC=CC=2)([P](C2C=CC=CC=2)(C2C=CC=CC=2)C2C=CC=CC=2)[P](C2C=CC=CC=2)(C2C=CC=CC=2)C2C=CC=CC=2)(C2C=CC=CC=2)C2C=CC=CC=2)=CC=1.O1CCOCC1. The yield is 0.850. The reactants are Br[C:2]1[CH:3]=[C:4]2[C:9](=[CH:10][CH:11]=1)[NH:8][C:7](=[O:12])[CH2:6][CH2:5]2.[F:13][C:14]([F:25])([F:24])[C:15]1[CH:20]=[CH:19][C:18](B(O)O)=[CH:17][CH:16]=1.C(=O)([O-])[O-].[K+].[K+].Cl. (2) The reactants are [CH3:1][N:2]([S:23]([C:26]1[CH:31]=[CH:30][CH:29]=[CH:28][N:27]=1)(=[O:25])=[O:24])[C:3]1[CH:4]=[C:5]([O:15][CH2:16][CH2:17][CH2:18][S:19]([CH3:22])(=[O:21])=[O:20])[CH:6]=[C:7]2[C:11]=1[NH:10][C:9]([C:12](O)=[O:13])=[CH:8]2.[CH2:32]([S:39][CH:40]([CH:43]([O:46][CH3:47])[O:44][CH3:45])[CH2:41][NH2:42])[C:33]1[CH:38]=[CH:37][CH:36]=[CH:35][CH:34]=1.N1(O)C2C=CC=CC=2N=N1.Cl.CN(C)CCCN=C=NCC. The catalyst is O.CN(C)C=O. The product is [CH2:32]([S:39][CH:40]([CH:43]([O:44][CH3:45])[O:46][CH3:47])[CH2:41][NH:42][C:12]([C:9]1[NH:10][C:11]2[C:7]([CH:8]=1)=[CH:6][C:5]([O:15][CH2:16][CH2:17][CH2:18][S:19]([CH3:22])(=[O:20])=[O:21])=[CH:4][C:3]=2[N:2]([CH3:1])[S:23]([C:26]1[CH:31]=[CH:30][CH:29]=[CH:28][N:27]=1)(=[O:24])=[O:25])=[O:13])[C:33]1[CH:38]=[CH:37][CH:36]=[CH:35][CH:34]=1. The yield is 0.870.